Dataset: Peptide-MHC class II binding affinity with 134,281 pairs from IEDB. Task: Regression. Given a peptide amino acid sequence and an MHC pseudo amino acid sequence, predict their binding affinity value. This is MHC class II binding data. (1) The peptide sequence is NYLALLVKYVNGDGD. The MHC is HLA-DPA10103-DPB10201 with pseudo-sequence HLA-DPA10103-DPB10201. The binding affinity (normalized) is 0.0904. (2) The peptide sequence is SLILPGIKAQQSKLA. The MHC is HLA-DQA10501-DQB10303 with pseudo-sequence HLA-DQA10501-DQB10303. The binding affinity (normalized) is 0.454. (3) The peptide sequence is WVFSSVQPPKVPILL. The MHC is DRB1_0405 with pseudo-sequence DRB1_0405. The binding affinity (normalized) is 0.562. (4) The peptide sequence is NGNELLLDLSLTKVN. The MHC is DRB1_0901 with pseudo-sequence DRB1_0901. The binding affinity (normalized) is 0.444.